From a dataset of Reaction yield outcomes from USPTO patents with 853,638 reactions. Predict the reaction yield, written as a fraction of the theoretical maximum amount of product (1.0 means a 100% yield; for example, 0.34 means a 34% yield). (1) The reactants are [Cl:1][C:2]1[N:7]=[CH:6][N:5]=[C:4]([NH2:8])[C:3]=1I.C[Si](C)(C)[O:12][CH2:13][C:14]#[CH:15].C(NCC)C. The catalyst is CN(C=O)C.CCOC(C)=O.[Cu]I.Cl[Pd](Cl)([P](C1C=CC=CC=1)(C1C=CC=CC=1)C1C=CC=CC=1)[P](C1C=CC=CC=1)(C1C=CC=CC=1)C1C=CC=CC=1. The product is [NH2:8][C:4]1[C:3]([C:15]#[C:14][CH2:13][OH:12])=[C:2]([Cl:1])[N:7]=[CH:6][N:5]=1. The yield is 0.540. (2) The reactants are [CH3:1][S:2][C:3]1[N:8]=[C:7]([C:9]2[C:10]([C:14]3[CH:15]=[C:16]4[CH:22]=[CH:21][N:20]([S:23]([C:26]5[CH:31]=[CH:30][CH:29]=[CH:28][CH:27]=5)(=[O:25])=[O:24])[C:17]4=[N:18][CH:19]=3)=[N:11][NH:12][CH:13]=2)[CH:6]=[CH:5][N:4]=1.Br[CH2:33][C:34]#[N:35].C(=O)([O-])[O-].[K+].[K+]. The catalyst is CN(C=O)C. The product is [C:26]1([S:23]([N:20]2[C:17]3=[N:18][CH:19]=[C:14]([C:10]4[C:9]([C:7]5[CH:6]=[CH:5][N:4]=[C:3]([S:2][CH3:1])[N:8]=5)=[CH:13][N:12]([CH2:33][C:34]#[N:35])[N:11]=4)[CH:15]=[C:16]3[CH:22]=[CH:21]2)(=[O:24])=[O:25])[CH:27]=[CH:28][CH:29]=[CH:30][CH:31]=1. The yield is 0.630. (3) The product is [CH2:1]([O:8][C:9]1[C:10]([F:27])=[C:11]([F:26])[C:12]([NH:18][C:19]2[CH:24]=[CH:23][CH:22]=[CH:21][C:20]=2[F:25])=[C:13]([CH:17]=1)[C:14]([O:16][CH2:33][C:34]1[CH:39]=[CH:38][CH:37]=[CH:36][CH:35]=1)=[O:15])[C:2]1[CH:3]=[CH:4][CH:5]=[CH:6][CH:7]=1. The catalyst is CN(C=O)C. The reactants are [CH2:1]([O:8][C:9]1[C:10]([F:27])=[C:11]([F:26])[C:12]([NH:18][C:19]2[CH:24]=[CH:23][CH:22]=[CH:21][C:20]=2[F:25])=[C:13]([CH:17]=1)[C:14]([OH:16])=[O:15])[C:2]1[CH:7]=[CH:6][CH:5]=[CH:4][CH:3]=1.C(=O)(O)[O-].[K+].[CH2:33](Br)[C:34]1[CH:39]=[CH:38][CH:37]=[CH:36][CH:35]=1.O. The yield is 0.900. (4) The reactants are [C:1]([C:3]1[N:4]=[C:5]([C:16]([OH:18])=O)[N:6]([CH2:8][O:9][CH2:10][CH2:11][Si:12]([CH3:15])([CH3:14])[CH3:13])[CH:7]=1)#[N:2].[K+].C(C1N=C(C([O-])=O)N(COCC[Si](C)(C)C)C=1)#N.CCN(C(C)C)C(C)C.[C:47]1([C:53]2[CH:58]=[C:57]([CH:59]3[CH2:64][CH2:63][N:62]([O:65][CH3:66])[CH2:61][CH2:60]3)[CH:56]=[CH:55][C:54]=2[NH2:67])[CH2:52][CH2:51][CH2:50][CH2:49][CH:48]=1.C1CN([P+](Br)(N2CCCC2)N2CCCC2)CC1.F[P-](F)(F)(F)(F)F. The catalyst is C(Cl)Cl. The product is [C:47]1([C:53]2[CH:58]=[C:57]([CH:59]3[CH2:64][CH2:63][N:62]([O:65][CH3:66])[CH2:61][CH2:60]3)[CH:56]=[CH:55][C:54]=2[NH:67][C:16]([C:5]2[N:6]([CH2:8][O:9][CH2:10][CH2:11][Si:12]([CH3:13])([CH3:14])[CH3:15])[CH:7]=[C:3]([C:1]#[N:2])[N:4]=2)=[O:18])[CH2:52][CH2:51][CH2:50][CH2:49][CH:48]=1. The yield is 0.480. (5) The product is [F:37][C:2]([F:1])([F:36])[CH:3]([C:30]1[CH:31]=[CH:32][N:33]=[CH:34][CH:35]=1)[O:4][C:5]1[C:6]([NH:15][S:16]([CH2:19][CH2:20][CH3:21])(=[O:18])=[O:17])=[N:7][C:8]2[C:13]([N:14]=1)=[CH:12][CH:11]=[CH:10][CH:9]=2. The yield is 1.00. The catalyst is FC(F)(F)C(O)=O. The reactants are [F:1][C:2]([F:37])([F:36])[CH:3]([C:30]1[CH:35]=[CH:34][N:33]=[CH:32][CH:31]=1)[O:4][C:5]1[C:6]([N:15](COCC[Si](C)(C)C)[S:16]([CH2:19][CH2:20][CH3:21])(=[O:18])=[O:17])=[N:7][C:8]2[C:13]([N:14]=1)=[CH:12][CH:11]=[CH:10][CH:9]=2. (6) The reactants are [C:1]([O:5][C:6]([N:8]1[CH2:12][CH:11]([NH:13]C(OCC[Si](C)(C)C)=O)[CH:10]([C:23](=[O:32])[NH:24][C:25]2[CH:30]=[CH:29][CH:28]=[C:27]([F:31])[CH:26]=2)[CH2:9]1)=[O:7])([CH3:4])([CH3:3])[CH3:2].CCCC[N+](CCCC)(CCCC)CCCC.[F-].O. The yield is 0.604. The catalyst is CCOCC. The product is [NH2:13][CH:11]1[CH:10]([C:23](=[O:32])[NH:24][C:25]2[CH:30]=[CH:29][CH:28]=[C:27]([F:31])[CH:26]=2)[CH2:9][N:8]([C:6]([O:5][C:1]([CH3:4])([CH3:3])[CH3:2])=[O:7])[CH2:12]1. (7) The reactants are [CH:1]([O:4][C:5](=[O:39])[NH:6][C@@H:7]1[CH2:38][C:10]2[N:11]([CH2:20][C:21]3[C:22]([N:27]4C(=O)C5C(=CC=CC=5)C4=O)=[N:23][CH:24]=[CH:25][CH:26]=3)[C:12]3[CH:13]=[CH:14][C:15]([C:18]#[N:19])=[CH:16][C:17]=3[C:9]=2[CH2:8]1)([CH3:3])[CH3:2].O.NN. The catalyst is C1COCC1.C(O)C. The product is [CH:1]([O:4][C:5](=[O:39])[NH:6][C@@H:7]1[CH2:38][C:10]2[N:11]([CH2:20][C:21]3[C:22]([NH2:27])=[N:23][CH:24]=[CH:25][CH:26]=3)[C:12]3[CH:13]=[CH:14][C:15]([C:18]#[N:19])=[CH:16][C:17]=3[C:9]=2[CH2:8]1)([CH3:3])[CH3:2]. The yield is 0.130.